This data is from Reaction yield outcomes from USPTO patents with 853,638 reactions. The task is: Predict the reaction yield, written as a fraction of the theoretical maximum amount of product (1.0 means a 100% yield; for example, 0.34 means a 34% yield). (1) The reactants are [Br:1][C:2]1[CH:3]=[C:4]([N+:9]([O-])=O)[C:5]([CH3:8])=[N:6][CH:7]=1.O.O.[Sn](Cl)Cl. The catalyst is C(OCC)(=O)C. The product is [Br:1][C:2]1[CH:3]=[C:4]([NH2:9])[C:5]([CH3:8])=[N:6][CH:7]=1. The yield is 0.620. (2) The reactants are [O:1]1[CH2:6][CH2:5][N:4]([C:7]2[O:8][C:9]3[C:14]([C:15](=[O:17])[CH:16]=2)=[CH:13][C:12]([C:18]([O:20][CH3:21])=[O:19])=[CH:11][C:10]=3[C@H:22]2[CH2:26][CH2:25][CH2:24][NH:23]2)[CH2:3][CH2:2]1.Br[C:28]1[CH:33]=[C:32]([F:34])[CH:31]=[C:30]([F:35])[CH:29]=1.CC1(C)C2C=CC=C(P(C3C=CC=CC=3)C3C=CC=CC=3)C=2OC2C1=CC=CC=2P(C1C=CC=CC=1)C1C=CC=CC=1.C(=O)([O-])[O-].[Cs+].[Cs+]. The catalyst is O1CCOCC1.C(O[Pd]OC(=O)C)(=O)C. The product is [F:34][C:32]1[CH:33]=[C:28]([N:23]2[CH2:24][CH2:25][CH2:26][C@@H:22]2[C:10]2[CH:11]=[C:12]([C:18]([O:20][CH3:21])=[O:19])[CH:13]=[C:14]3[C:9]=2[O:8][C:7]([N:4]2[CH2:3][CH2:2][O:1][CH2:6][CH2:5]2)=[CH:16][C:15]3=[O:17])[CH:29]=[C:30]([F:35])[CH:31]=1. The yield is 0.670. (3) The reactants are C1(=O)N(OC([C:9]2[C:10](=[O:20])[O:11][C:12]3[C:17]([CH:18]=2)=[CH:16][CH:15]=[C:14]([OH:19])[CH:13]=3)=O)C(=O)CC1.NCCCCC(O)=O.C(N(CC)CC)C. The catalyst is CN(C=O)C.C(OCC)(=O)C.Cl. The product is [OH:19][C:14]1[CH:13]=[C:12]2[C:17]([CH:18]=[CH:9][C:10](=[O:20])[O:11]2)=[CH:16][CH:15]=1. The yield is 0.980. (4) The reactants are [Cl:1][C:2]1[C:3]([O:12][C:13]2[CH:18]=[C:17]([O:19][C:20]3[N:25]=[CH:24][CH:23]=[CH:22][N:21]=3)[CH:16]=[CH:15][C:14]=2/[CH:26]=[CH:27]/[C:28]([O:30]CC)=[O:29])=[N:4][CH:5]=[C:6]([C:8]([F:11])([F:10])[F:9])[CH:7]=1.[OH-].[Na+].O1CCCC1. The catalyst is C(O)C. The product is [Cl:1][C:2]1[C:3]([O:12][C:13]2[CH:18]=[C:17]([O:19][C:20]3[N:21]=[CH:22][CH:23]=[CH:24][N:25]=3)[CH:16]=[CH:15][C:14]=2/[CH:26]=[CH:27]/[C:28]([OH:30])=[O:29])=[N:4][CH:5]=[C:6]([C:8]([F:11])([F:10])[F:9])[CH:7]=1. The yield is 0.540.